The task is: Predict the reactants needed to synthesize the given product.. This data is from Full USPTO retrosynthesis dataset with 1.9M reactions from patents (1976-2016). (1) Given the product [ClH:1].[CH2:15]1[C@H:7]2[C@@H:8]([NH:9][C:10](=[O:12])[C:11]3[CH:2]=[CH:3][CH:4]=[CH:5][C:6]=32)[CH2:13][NH:14]1, predict the reactants needed to synthesize it. The reactants are: [Cl:1][C:2]1[C:11]2[C:10](=[O:12])[NH:9][C@H:8]3[CH2:13][N:14](C(OC(C)(C)C)=O)[CH2:15][C@@H:7]3[C:6]=2[CH:5]=[CH:4][CH:3]=1.ClC1C2C(=O)N[C@@H]3CN(C(OC(C)(C)C)=O)C[C@H]3C=2C=CC=1.[H][H]. (2) The reactants are: [F:1][C:2]1[CH:3]=[C:4]([CH:14]([NH:16][C:17]([C:19]2[S:20][C:21](Br)=[CH:22][CH:23]=2)=[O:18])[CH3:15])[CH:5]=[C:6]([F:13])[C:7]=1[NH:8][S:9]([CH3:12])(=[O:11])=[O:10].[CH:25]([C:28]1[CH:29]=[C:30](B(O)O)[CH:31]=[CH:32][CH:33]=1)([CH3:27])[CH3:26].C([O-])([O-])=O.[Cs+].[Cs+].COCCOC. Given the product [F:1][C:2]1[CH:3]=[C:4]([CH:14]([NH:16][C:17]([C:19]2[S:20][C:21]([C:32]3[CH:31]=[CH:30][CH:29]=[C:28]([CH:25]([CH3:27])[CH3:26])[CH:33]=3)=[CH:22][CH:23]=2)=[O:18])[CH3:15])[CH:5]=[C:6]([F:13])[C:7]=1[NH:8][S:9]([CH3:12])(=[O:11])=[O:10], predict the reactants needed to synthesize it. (3) Given the product [Cl:31][CH2:32][C:33]([N:25]1[CH2:26][CH2:27][CH:22]([N:20]2[C:19](=[O:28])[C:18]([CH3:30])([CH3:29])[C:17]([C:7]3[C:8]4[CH2:9][C:10]5([O:15][C:16]=4[C:4]([O:3][CH3:2])=[CH:5][CH:6]=3)[CH2:11][CH2:12][CH2:13][CH2:14]5)=[N:21]2)[CH2:23][CH2:24]1)=[O:34], predict the reactants needed to synthesize it. The reactants are: Cl.[CH3:2][O:3][C:4]1[C:16]2[O:15][C:10]3([CH2:14][CH2:13][CH2:12][CH2:11]3)[CH2:9][C:8]=2[C:7]([C:17]2[C:18]([CH3:30])([CH3:29])[C:19](=[O:28])[N:20]([CH:22]3[CH2:27][CH2:26][NH:25][CH2:24][CH2:23]3)[N:21]=2)=[CH:6][CH:5]=1.[Cl:31][CH2:32][C:33](O[C:33](=[O:34])[CH2:32][Cl:31])=[O:34]. (4) Given the product [Br:1][C:2]1[CH:27]=[C:26]([CH3:28])[C:5]([O:6][C:7]2[C:12]([N+:13]([O-:15])=[O:14])=[C:11](/[CH:16]=[CH:35]/[N:36]([CH3:38])[CH3:37])[N:10]=[C:9]([NH:17][C:18]3[CH:25]=[CH:24][C:21]([C:22]#[N:23])=[CH:20][CH:19]=3)[N:8]=2)=[C:4]([CH3:29])[CH:3]=1, predict the reactants needed to synthesize it. The reactants are: [Br:1][C:2]1[CH:27]=[C:26]([CH3:28])[C:5]([O:6][C:7]2[C:12]([N+:13]([O-:15])=[O:14])=[C:11]([CH3:16])[N:10]=[C:9]([NH:17][C:18]3[CH:25]=[CH:24][C:21]([C:22]#[N:23])=[CH:20][CH:19]=3)[N:8]=2)=[C:4]([CH3:29])[CH:3]=1.C(O[CH:35](N(C)C)[N:36]([CH3:38])[CH3:37])(C)(C)C. (5) Given the product [C:1]([C:5]1[CH:10]=[CH:9][C:8]([S:11]([NH:14][C:15]2[C:20]([O:21][C:22]3[CH:27]=[CH:26][CH:25]=[CH:24][C:23]=3[O:28][CH3:29])=[C:19]([O:48][CH2:47][C:46]#[C:45][CH2:44][O:43][CH2:42][C:41]3[CH:49]=[CH:50][CH:51]=[C:39]([O:38][CH3:37])[CH:40]=3)[N:18]=[C:17]([C:31]3[N:36]=[CH:35][CH:34]=[CH:33][N:32]=3)[N:16]=2)(=[O:13])=[O:12])=[CH:7][CH:6]=1)([CH3:4])([CH3:3])[CH3:2], predict the reactants needed to synthesize it. The reactants are: [C:1]([C:5]1[CH:10]=[CH:9][C:8]([S:11]([NH:14][C:15]2[C:20]([O:21][C:22]3[CH:27]=[CH:26][CH:25]=[CH:24][C:23]=3[O:28][CH3:29])=[C:19](Cl)[N:18]=[C:17]([C:31]3[N:36]=[CH:35][CH:34]=[CH:33][N:32]=3)[N:16]=2)(=[O:13])=[O:12])=[CH:7][CH:6]=1)([CH3:4])([CH3:3])[CH3:2].[CH3:37][O:38][C:39]1[CH:40]=[C:41]([CH:49]=[CH:50][CH:51]=1)[CH2:42][O:43][CH2:44][C:45]#[C:46][CH2:47][OH:48].C(O)C#CCO.COC1C=C(C=CC=1)CBr. (6) Given the product [N:13]([CH2:6][C@H:7]1[CH2:12][CH2:11][CH2:10][CH2:9][O:8]1)=[N+:14]=[N-:15], predict the reactants needed to synthesize it. The reactants are: CS(O[CH2:6][C@H:7]1[CH2:12][CH2:11][CH2:10][CH2:9][O:8]1)(=O)=O.[N-:13]=[N+:14]=[N-:15].[Na+]. (7) Given the product [OH:29][CH:22]([C:23]1[CH:24]=[CH:25][CH:26]=[CH:27][CH:28]=1)[CH2:21][N:12]1[N:11]=[C:10]([NH:9][C:6]2[CH:5]=[C:4]([CH3:3])[NH:8][N:7]=2)[C:19]2[C:14](=[CH:15][CH:16]=[CH:17][CH:18]=2)[C:13]1=[O:20], predict the reactants needed to synthesize it. The reactants are: [BH4-].[Na+].[CH3:3][C:4]1[NH:8][N:7]=[C:6]([NH:9][C:10]2[C:19]3[C:14](=[CH:15][CH:16]=[CH:17][CH:18]=3)[C:13](=[O:20])[N:12]([CH2:21][C:22](=[O:29])[C:23]3[CH:28]=[CH:27][CH:26]=[CH:25][CH:24]=3)[N:11]=2)[CH:5]=1. (8) The reactants are: [CH3:1][N:2]1[CH2:7][CH2:6][N:5]([CH2:8][C:9]#[N:10])[CH2:4][CH2:3]1.[NH2:11][OH:12]. Given the product [OH:12][NH:11][C:9](=[NH:10])[CH2:8][N:5]1[CH2:6][CH2:7][N:2]([CH3:1])[CH2:3][CH2:4]1, predict the reactants needed to synthesize it. (9) Given the product [OH:28][CH2:27][CH2:29][NH:30][C:23]1[C:18]2[S:17][CH:16]=[C:15]([C:14]#[C:13][C:3]3[CH:4]=[C:5]([CH:11]=[CH:12][C:2]=3[CH3:1])[C:6]([O:8][CH2:9][CH3:10])=[O:7])[C:19]=2[N:20]=[CH:21][N:22]=1, predict the reactants needed to synthesize it. The reactants are: [CH3:1][C:2]1[CH:12]=[CH:11][C:5]([C:6]([O:8][CH2:9][CH3:10])=[O:7])=[CH:4][C:3]=1[C:13]#[C:14][C:15]1[C:19]2[N:20]=[CH:21][N:22]=[C:23](S(C)=O)[C:18]=2[S:17][CH:16]=1.[CH2:27]([CH2:29][NH2:30])[OH:28].C(N(C(C)C)CC)(C)C.O. (10) Given the product [CH3:1][N:2]1[C:29]2[C:24](=[CH:25][C:26]([C:30]([OH:32])=[O:31])=[CH:27][CH:28]=2)[C:4]2([CH2:9][CH2:8][N:7]([C:10](=[O:23])/[CH:11]=[CH:12]/[C:13]3[CH:18]=[CH:17][CH:16]=[CH:15][C:14]=3[C:19]([F:22])([F:20])[F:21])[CH2:6][CH2:5]2)[C:3]1=[O:34], predict the reactants needed to synthesize it. The reactants are: [CH3:1][N:2]1[C:29]2[C:24](=[CH:25][C:26]([C:30]([O:32]C)=[O:31])=[CH:27][CH:28]=2)[C:4]2([CH2:9][CH2:8][N:7]([C:10](=[O:23])/[CH:11]=[CH:12]/[C:13]3[CH:18]=[CH:17][CH:16]=[CH:15][C:14]=3[C:19]([F:22])([F:21])[F:20])[CH2:6][CH2:5]2)[C:3]1=[O:34].[Li+].[OH-].